Dataset: NCI-60 drug combinations with 297,098 pairs across 59 cell lines. Task: Regression. Given two drug SMILES strings and cell line genomic features, predict the synergy score measuring deviation from expected non-interaction effect. (1) Drug 1: C1CN1C2=NC(=NC(=N2)N3CC3)N4CC4. Drug 2: C1CC(=O)NC(=O)C1N2CC3=C(C2=O)C=CC=C3N. Cell line: UACC-257. Synergy scores: CSS=7.03, Synergy_ZIP=-2.97, Synergy_Bliss=-0.408, Synergy_Loewe=-3.13, Synergy_HSA=0.167. (2) Synergy scores: CSS=4.40, Synergy_ZIP=-5.98, Synergy_Bliss=-2.71, Synergy_Loewe=-3.36, Synergy_HSA=-2.52. Drug 2: C1CCC(C(C1)N)N.C(=O)(C(=O)[O-])[O-].[Pt+4]. Cell line: OVCAR-4. Drug 1: CCC1(CC2CC(C3=C(CCN(C2)C1)C4=CC=CC=C4N3)(C5=C(C=C6C(=C5)C78CCN9C7C(C=CC9)(C(C(C8N6C=O)(C(=O)OC)O)OC(=O)C)CC)OC)C(=O)OC)O.OS(=O)(=O)O. (3) Drug 1: CNC(=O)C1=NC=CC(=C1)OC2=CC=C(C=C2)NC(=O)NC3=CC(=C(C=C3)Cl)C(F)(F)F. Drug 2: C1CN(P(=O)(OC1)NCCCl)CCCl. Cell line: HOP-62. Synergy scores: CSS=23.7, Synergy_ZIP=0.665, Synergy_Bliss=4.02, Synergy_Loewe=2.01, Synergy_HSA=5.71. (4) Drug 1: CC1=C(C(CCC1)(C)C)C=CC(=CC=CC(=CC(=O)O)C)C. Drug 2: CC1=C(C=C(C=C1)C(=O)NC2=CC(=CC(=C2)C(F)(F)F)N3C=C(N=C3)C)NC4=NC=CC(=N4)C5=CN=CC=C5. Cell line: RPMI-8226. Synergy scores: CSS=40.6, Synergy_ZIP=4.92, Synergy_Bliss=4.06, Synergy_Loewe=-2.10, Synergy_HSA=1.89. (5) Drug 2: CN1C2=C(C=C(C=C2)N(CCCl)CCCl)N=C1CCCC(=O)O.Cl. Drug 1: CNC(=O)C1=NC=CC(=C1)OC2=CC=C(C=C2)NC(=O)NC3=CC(=C(C=C3)Cl)C(F)(F)F. Synergy scores: CSS=0.0730, Synergy_ZIP=-0.737, Synergy_Bliss=-2.98, Synergy_Loewe=-3.15, Synergy_HSA=-3.85. Cell line: DU-145. (6) Drug 1: CNC(=O)C1=CC=CC=C1SC2=CC3=C(C=C2)C(=NN3)C=CC4=CC=CC=N4. Drug 2: C1CC(=O)NC(=O)C1N2C(=O)C3=CC=CC=C3C2=O. Cell line: NCI-H226. Synergy scores: CSS=7.10, Synergy_ZIP=2.04, Synergy_Bliss=6.86, Synergy_Loewe=-1.13, Synergy_HSA=4.47. (7) Drug 1: C1CC(=O)NC(=O)C1N2CC3=C(C2=O)C=CC=C3N. Drug 2: CN1C(=O)N2C=NC(=C2N=N1)C(=O)N. Cell line: HL-60(TB). Synergy scores: CSS=7.32, Synergy_ZIP=3.12, Synergy_Bliss=6.95, Synergy_Loewe=0.560, Synergy_HSA=1.16.